This data is from Full USPTO retrosynthesis dataset with 1.9M reactions from patents (1976-2016). The task is: Predict the reactants needed to synthesize the given product. (1) Given the product [CH3:1][C@H:2]1[CH2:6][CH2:5][CH2:4][N:3]1[C@H:7]1[CH2:11][CH2:10][N:9]([C:12]2[CH:13]=[C:14]3[C:19](=[CH:20][CH:21]=2)[CH2:18][N:17]([C:23]2[CH:28]=[C:27]([CH3:29])[CH:26]=[CH:25][N:24]=2)[CH2:16][CH2:15]3)[CH2:8]1, predict the reactants needed to synthesize it. The reactants are: [CH3:1][C@H:2]1[CH2:6][CH2:5][CH2:4][N:3]1[C@H:7]1[CH2:11][CH2:10][N:9]([C:12]2[CH:13]=[C:14]3[C:19](=[CH:20][CH:21]=2)[CH2:18][NH:17][CH2:16][CH2:15]3)[CH2:8]1.Br[C:23]1[CH:28]=[C:27]([CH3:29])[CH:26]=[CH:25][N:24]=1. (2) Given the product [N:37]#[N:38].[O:10]1[CH2:11][CH2:12][CH2:13][O:14][CH:9]1[C:6]1[CH:7]=[CH:8][C:3]([C:30]2[CH:35]=[CH:34][CH:33]=[CH:32][C:31]=2[C:36]2[N:37]=[N:38][N:39]([CH:41]3[CH2:46][CH2:45][CH2:44][CH2:43][O:42]3)[N:40]=2)=[CH:4][CH:5]=1, predict the reactants needed to synthesize it. The reactants are: [Mg].Br[C:3]1[CH:8]=[CH:7][C:6]([CH:9]2[O:14][CH2:13][CH2:12][CH2:11][O:10]2)=[CH:5][CH:4]=1.O1CCCOC1C1C=CC([Mg]Br)=CC=1.Cl[C:30]1[CH:35]=[CH:34][CH:33]=[CH:32][C:31]=1[C:36]1[N:37]=[N:38][N:39]([CH:41]2[CH2:46][CH2:45][CH2:44][CH2:43][O:42]2)[N:40]=1.ClC1C=CC=CC=1C1N(C2CCCCO2)N=NN=1. (3) Given the product [Br:8][C:4]1[CH:3]=[C:2]([C:14]2[CH:15]=[CH:16][C:11]([O:10][CH3:9])=[CH:12][CH:13]=2)[CH:7]=[CH:6][CH:5]=1, predict the reactants needed to synthesize it. The reactants are: Br[C:2]1[CH:7]=[CH:6][CH:5]=[C:4]([Br:8])[CH:3]=1.[CH3:9][O:10][C:11]1[CH:16]=[CH:15][C:14](B(O)O)=[CH:13][CH:12]=1. (4) Given the product [Br:7][C:8]1[C:9]([CH3:19])=[N:10][C:11]2[N:12]([N:15]=[C:16]([CH3:18])[CH:17]=2)[C:13]=1[Cl:22], predict the reactants needed to synthesize it. The reactants are: N1C=CC=CC=1.[Br:7][C:8]1[C:13](=O)[N:12]2[N:15]=[C:16]([CH3:18])[CH:17]=[C:11]2[NH:10][C:9]=1[CH3:19].P(Cl)(Cl)([Cl:22])=O.C(=O)(O)[O-].[Na+]. (5) Given the product [Cl:3][C:4]1[CH:9]=[C:8]([F:10])[CH:7]=[CH:6][C:5]=1[C:11]1[CH:12]=[N:13][C:14]([N:17]2[CH2:18][CH2:19][N:20]([S:23]([CH2:26][CH:27]([NH:1][OH:2])[CH2:28][CH2:29][CH2:30][C:31]3[N:36]=[CH:35][CH:34]=[CH:33][N:32]=3)(=[O:25])=[O:24])[CH2:21][CH2:22]2)=[N:15][CH:16]=1, predict the reactants needed to synthesize it. The reactants are: [NH2:1][OH:2].[Cl:3][C:4]1[CH:9]=[C:8]([F:10])[CH:7]=[CH:6][C:5]=1[C:11]1[CH:12]=[N:13][C:14]([N:17]2[CH2:22][CH2:21][N:20]([S:23]([CH:26]=[CH:27][CH2:28][CH2:29][CH2:30][C:31]3[N:36]=[CH:35][CH:34]=[CH:33][N:32]=3)(=[O:25])=[O:24])[CH2:19][CH2:18]2)=[N:15][CH:16]=1. (6) Given the product [Cl:107][C:102]1[CH:101]=[C:100]([CH:105]=[CH:104][C:103]=1[Cl:106])[CH2:99][O:98][C:95]1[CH:96]=[CH:97][C:92]([C@H:90]2[CH2:89][O:88][C:84]3=[CH:85][C:86]4[CH2:87][C@@H:78]([C:76]([NH:75][C@@H:59]([CH2:60][C:61]5[CH:66]=[CH:65][C:64]([C:67]6[CH:72]=[CH:71][N:70]=[C:69]([CH3:73])[C:68]=6[CH3:74])=[CH:63][CH:62]=5)[C:58]([OH:117])=[O:57])=[O:77])[N:79]([C:108]([C:110]5[N:111]=[C:112]([CH3:116])[O:113][C:114]=5[CH3:115])=[O:109])[CH2:80][C:81]=4[CH:82]=[C:83]3[O:91]2)=[CH:93][CH:94]=1, predict the reactants needed to synthesize it. The reactants are: Cl.Cl.COC(=O)[C@@H](NC([C@@H]1CC2C=C3OC[C@H](C4C=CC(OCC5C=CC(Cl)=C(Cl)C=5)=CC=4)OC3=CC=2CN1)=O)CC1C=CC(C2C=CN=C(C)C=2C)=CC=1.C[O:57][C:58](=[O:117])[C@@H:59]([NH:75][C:76]([C@@H:78]1[CH2:87][C:86]2[CH:85]=[C:84]3[O:88][CH2:89][C@H:90]([C:92]4[CH:97]=[CH:96][C:95]([O:98][CH2:99][C:100]5[CH:105]=[CH:104][C:103]([Cl:106])=[C:102]([Cl:107])[CH:101]=5)=[CH:94][CH:93]=4)[O:91][C:83]3=[CH:82][C:81]=2[CH2:80][N:79]1[C:108]([C:110]1[N:111]=[C:112]([CH3:116])[O:113][C:114]=1[CH3:115])=[O:109])=[O:77])[CH2:60][C:61]1[CH:66]=[CH:65][C:64]([C:67]2[CH:72]=[CH:71][N:70]=[C:69]([CH3:73])[C:68]=2[CH3:74])=[CH:63][CH:62]=1.